Dataset: Catalyst prediction with 721,799 reactions and 888 catalyst types from USPTO. Task: Predict which catalyst facilitates the given reaction. (1) Reactant: [CH:1]1([Mg]Cl)[CH2:6][CH2:5][CH2:4][CH2:3][CH2:2]1.[C:9]([C:13]1[CH:14]=[C:15]([CH:20]=[C:21]([C:23]([CH3:26])([CH3:25])[CH3:24])[CH:22]=1)[CH2:16][CH:17]1[CH2:19][O:18]1)([CH3:12])([CH3:11])[CH3:10]. Product: [CH:1]1([CH2:19][CH:17]([OH:18])[CH2:16][C:15]2[CH:20]=[C:21]([C:23]([CH3:25])([CH3:24])[CH3:26])[CH:22]=[C:13]([C:9]([CH3:12])([CH3:11])[CH3:10])[CH:14]=2)[CH2:6][CH2:5][CH2:4][CH2:3][CH2:2]1. The catalyst class is: 1. (2) Reactant: C([O:3][C:4]([C:6]1([C:9]2[CH:14]=[CH:13][C:12]([C:15]3[CH:20]=[CH:19][C:18]([C:21]4[S:22][C:23]([F:40])=[CH:24][C:25]=4[NH:26][C:27]([O:29][CH:30]([C:32]4[CH:37]=[CH:36][C:35]([F:38])=[CH:34][C:33]=4[CH3:39])[CH3:31])=[O:28])=[CH:17][C:16]=3[O:41][CH3:42])=[CH:11][CH:10]=2)[CH2:8][CH2:7]1)=[O:5])C.[OH-].[Na+].Cl. Product: [F:40][C:23]1[S:22][C:21]([C:18]2[CH:19]=[CH:20][C:15]([C:12]3[CH:13]=[CH:14][C:9]([C:6]4([C:4]([OH:5])=[O:3])[CH2:8][CH2:7]4)=[CH:10][CH:11]=3)=[C:16]([O:41][CH3:42])[CH:17]=2)=[C:25]([NH:26][C:27]([O:29][CH:30]([C:32]2[CH:37]=[CH:36][C:35]([F:38])=[CH:34][C:33]=2[CH3:39])[CH3:31])=[O:28])[CH:24]=1. The catalyst class is: 32. (3) Reactant: [NH2:1][C@H:2]1[CH2:6][C:5]([F:8])([F:7])[CH2:4][C@@H:3]1[NH:9][C:10](=[O:22])[C:11]1[CH:16]=[CH:15][CH:14]=[CH:13][C:12]=1[N:17]1[N:21]=[CH:20][CH:19]=[N:18]1.Br[C:24]1[CH:29]=[CH:28][C:27]([O:30][CH:31]([F:33])[F:32])=[CH:26][N:25]=1.C1C=CC(P(C2C(C3C(P(C4C=CC=CC=4)C4C=CC=CC=4)=CC=C4C=3C=CC=C4)=C3C(C=CC=C3)=CC=2)C2C=CC=CC=2)=CC=1.CC(C)([O-])C.[Na+]. Product: [F:32][CH:31]([F:33])[O:30][C:27]1[CH:28]=[CH:29][C:24]([NH:1][C@H:2]2[CH2:6][C:5]([F:8])([F:7])[CH2:4][C@@H:3]2[NH:9][C:10](=[O:22])[C:11]2[CH:16]=[CH:15][CH:14]=[CH:13][C:12]=2[N:17]2[N:18]=[CH:19][CH:20]=[N:21]2)=[N:25][CH:26]=1. The catalyst class is: 101. (4) The catalyst class is: 247. Product: [OH:36][C@H:32]1[CH2:31][CH2:30][CH2:29][C:28]2[CH:27]=[C:26]([C:24]([O:23][CH3:22])=[O:25])[CH:35]=[CH:34][C:33]1=2. Reactant: B1(C)OC(C2C=CC=CC=2)(C2C=CC=CC=2)[C@@H]2N1CCC2.[CH3:22][O:23][C:24]([C:26]1[CH:35]=[CH:34][C:33]2[C:32](=[O:36])[CH2:31][CH2:30][CH2:29][C:28]=2[CH:27]=1)=[O:25].CO.